Task: Predict the reactants needed to synthesize the given product.. Dataset: Full USPTO retrosynthesis dataset with 1.9M reactions from patents (1976-2016) (1) Given the product [CH3:17][C:16]1[C:11]([CH3:10])=[C:12]([NH2:21])[C:13]([CH3:20])=[C:14]([CH3:19])[C:15]=1[N:18]=[C:1]([C:4]1[CH:9]=[CH:8][CH:7]=[CH:6][N:5]=1)[CH3:2], predict the reactants needed to synthesize it. The reactants are: [C:1]([C:4]1[CH:9]=[CH:8][CH:7]=[CH:6][N:5]=1)(=O)[CH3:2].[CH3:10][C:11]1[C:16]([CH3:17])=[C:15]([NH2:18])[C:14]([CH3:19])=[C:13]([CH3:20])[C:12]=1[NH2:21]. (2) The reactants are: [Cl:1][C:2]1[C:3]([F:46])=[C:4]([C@@H:8]2[C@@:28]3([C:32]4[CH:33]=[N:34][C:35]([CH3:37])=[CH:36][C:31]=4[N:30](CO)[C:29]3=[O:40])[C@H:27]([CH2:41][C:42]([CH3:45])([CH3:44])[CH3:43])[N:10]3[CH2:11][N:12]([C:15]4[CH:24]=[CH:23][C:18]([C:19]([O:21]C)=[O:20])=[CH:17][C:16]=4[O:25][CH3:26])[C:13](=[O:14])[C@@H:9]23)[CH:5]=[CH:6][CH:7]=1.CCO.[OH-].[Na+].Cl. Given the product [Cl:1][C:2]1[C:3]([F:46])=[C:4]([C@@H:8]2[C@@:28]3([C:32]4[CH:33]=[N:34][C:35]([CH3:37])=[CH:36][C:31]=4[NH:30][C:29]3=[O:40])[C@H:27]([CH2:41][C:42]([CH3:44])([CH3:43])[CH3:45])[N:10]3[CH2:11][N:12]([C:15]4[CH:24]=[CH:23][C:18]([C:19]([OH:21])=[O:20])=[CH:17][C:16]=4[O:25][CH3:26])[C:13](=[O:14])[C@@H:9]23)[CH:5]=[CH:6][CH:7]=1, predict the reactants needed to synthesize it. (3) Given the product [C:12]([O:16][C:17]([N:19]1[CH2:24][CH2:23][N:22]([C:6]2[CH:5]=[CH:4][C:3]([N+:9]([O-:11])=[O:10])=[C:2]([F:1])[CH:7]=2)[CH2:21][CH2:20]1)=[O:18])([CH3:15])([CH3:13])[CH3:14], predict the reactants needed to synthesize it. The reactants are: [F:1][C:2]1[CH:7]=[C:6](F)[CH:5]=[CH:4][C:3]=1[N+:9]([O-:11])=[O:10].[C:12]([O:16][C:17]([N:19]1[CH2:24][CH2:23][NH:22][CH2:21][CH2:20]1)=[O:18])([CH3:15])([CH3:14])[CH3:13].C(N(CC)CC)C.O.